This data is from Reaction yield outcomes from USPTO patents with 853,638 reactions. The task is: Predict the reaction yield, written as a fraction of the theoretical maximum amount of product (1.0 means a 100% yield; for example, 0.34 means a 34% yield). (1) The reactants are [CH:1]1([CH2:6][CH:7]([C:11]2[CH:16]=[CH:15][C:14]([S:17]([CH3:20])(=[O:19])=[O:18])=[C:13]([N+:21]([O-:23])=[O:22])[CH:12]=2)[C:8](O)=[O:9])[CH2:5][CH2:4][CH2:3][CH2:2]1.C(N(CC)CC)C.F[P-](F)(F)(F)(F)F.N1(O[P+](N(C)C)(N(C)C)N(C)C)C2C=CC=CC=2N=N1.[NH2:58][C:59]1[CH:68]=[CH:67][C:66]2[C:61](=[CH:62][CH:63]=[CH:64][CH:65]=2)[N:60]=1. The catalyst is C(Cl)Cl. The product is [CH:1]1([CH2:6][CH:7]([C:11]2[CH:16]=[CH:15][C:14]([S:17]([CH3:20])(=[O:19])=[O:18])=[C:13]([N+:21]([O-:23])=[O:22])[CH:12]=2)[C:8]([NH:58][C:59]2[CH:68]=[CH:67][C:66]3[C:61](=[CH:62][CH:63]=[CH:64][CH:65]=3)[N:60]=2)=[O:9])[CH2:2][CH2:3][CH2:4][CH2:5]1. The yield is 0.136. (2) The reactants are Cl[C:2]1[N:7]=[C:6]([NH2:8])[C:5]([N+:9]([O-:11])=[O:10])=[CH:4][CH:3]=1.[NH:12]1[CH2:17][CH2:16][CH2:15][C@@H:14]([C:18]([N:20]2[CH2:24][CH2:23][CH2:22][CH2:21]2)=[O:19])[CH2:13]1.C(N(C(C)C)CC)(C)C. The catalyst is CN(C)C=O. The product is [NH2:8][C:6]1[N:7]=[C:2]([N:12]2[CH2:17][CH2:16][CH2:15][C@@H:14]([C:18]([N:20]3[CH2:21][CH2:22][CH2:23][CH2:24]3)=[O:19])[CH2:13]2)[CH:3]=[CH:4][C:5]=1[N+:9]([O-:11])=[O:10]. The yield is 0.896. (3) The reactants are [CH3:1][C:2]1[N:3]([S:9]([C:12]2[CH:17]=[CH:16][CH:15]=[CH:14][CH:13]=2)(=[O:11])=[O:10])[CH:4]=[CH:5][C:6]=1[CH:7]=[O:8].[Br:18]N1C(=O)CCC1=O.O. The catalyst is CN(C)C=O. The product is [Br:18][C:4]1[N:3]([S:9]([C:12]2[CH:17]=[CH:16][CH:15]=[CH:14][CH:13]=2)(=[O:10])=[O:11])[C:2]([CH3:1])=[C:6]([CH:7]=[O:8])[CH:5]=1. The yield is 0.860. (4) The catalyst is ClCCl. The reactants are [CH2:1]([O:8][C@@H:9]1[CH2:14][C@H:13]([O:15][C:16]2[C:21]([F:22])=[CH:20][C:19]([S:23]([N:26](CC3C=CC(OC)=CC=3OC)[C:27]3[CH:32]=[CH:31][N:30]=[CH:29][N:28]=3)(=[O:25])=[O:24])=[C:18]([F:44])[CH:17]=2)[C@@H:12]([C:45]2[N:49]([CH3:50])[N:48]=[CH:47][CH:46]=2)[CH2:11][CH2:10]1)[C:2]1[CH:7]=[CH:6][CH:5]=[CH:4][CH:3]=1.C([SiH](CC)CC)C.FC(F)(F)C(O)=O. The product is [CH2:1]([O:8][C@@H:9]1[CH2:14][C@H:13]([O:15][C:16]2[C:21]([F:22])=[CH:20][C:19]([S:23]([NH:26][C:27]3[CH:32]=[CH:31][N:30]=[CH:29][N:28]=3)(=[O:24])=[O:25])=[C:18]([F:44])[CH:17]=2)[C@@H:12]([C:45]2[N:49]([CH3:50])[N:48]=[CH:47][CH:46]=2)[CH2:11][CH2:10]1)[C:2]1[CH:7]=[CH:6][CH:5]=[CH:4][CH:3]=1. The yield is 0.750. (5) The reactants are OC1C(OS(C2C=CC(C)=CC=2)(=O)=O)=C(I)C=CC=1.[F:20][C:21]([F:29])([F:28])[C:22](=O)[CH2:23][C:24](=[O:26])[CH3:25].[NH2:30][C:31]([NH2:33])=[S:32]. The catalyst is C(#N)C. The product is [NH2:33][C:31]1[S:32][C:23]([C:24](=[O:26])[CH3:25])=[C:22]([C:21]([F:29])([F:28])[F:20])[N:30]=1. The yield is 0.790. (6) The reactants are [Br:1][C:2]1[C:3]([F:12])=[C:4]2[C:10]([NH2:11])=[CH:9][NH:8][C:5]2=[N:6][CH:7]=1.[C:18]([O:16][CH2:17][C:18]([OH:16])=[O:19])(=[O:19])[CH3:17].C1N(P(Cl)(N2C(=O)OCC2)=O)C(=O)OC1.C(N(CC)CC)C.[Li+].[OH-]. The catalyst is C(Cl)Cl.CC#N.O.O. The product is [Br:1][C:2]1[C:3]([F:12])=[C:4]2[C:10]([NH:11][C:17](=[O:16])[CH2:18][OH:19])=[CH:9][NH:8][C:5]2=[N:6][CH:7]=1. The yield is 0.530. (7) The reactants are [OH-].[Na+].[CH3:3][NH:4][C:5]([C:7]1[CH:16]=[CH:15][C:14]2[C:9](=[CH:10][CH:11]=[CH:12][CH:13]=2)[C:8]=1[CH3:17])=O.CNC(C1CC2C(C=1C)=CC=CC=2)=O. No catalyst specified. The product is [CH3:17][C:8]1[C:9]2[C:14](=[CH:13][CH:12]=[CH:11][CH:10]=2)[CH:15]=[CH:16][C:7]=1[CH2:5][NH:4][CH3:3]. The yield is 0.360.